This data is from Catalyst prediction with 721,799 reactions and 888 catalyst types from USPTO. The task is: Predict which catalyst facilitates the given reaction. Reactant: [OH:1][CH:2]1[CH2:6][CH2:5][NH:4][CH2:3]1.[CH2:7]([O:14][C:15](Cl)=[O:16])[C:8]1[CH:13]=[CH:12][CH:11]=[CH:10][CH:9]=1.Cl. Product: [CH2:7]([O:14][C:15]([N:4]1[CH2:5][CH2:6][CH:2]([OH:1])[CH2:3]1)=[O:16])[C:8]1[CH:13]=[CH:12][CH:11]=[CH:10][CH:9]=1. The catalyst class is: 74.